From a dataset of TCR-epitope binding with 47,182 pairs between 192 epitopes and 23,139 TCRs. Binary Classification. Given a T-cell receptor sequence (or CDR3 region) and an epitope sequence, predict whether binding occurs between them. (1) The epitope is YFPLQSYGF. The TCR CDR3 sequence is CASWPALQGTYNEQFF. Result: 1 (the TCR binds to the epitope). (2) The epitope is QYDPVAALF. The TCR CDR3 sequence is CAISEAGRSTDTQYF. Result: 0 (the TCR does not bind to the epitope). (3) The epitope is YLQPRTFLL. The TCR CDR3 sequence is CASNNLNTGELFF. Result: 1 (the TCR binds to the epitope). (4) The epitope is VLWAHGFEL. The TCR CDR3 sequence is CSVEDGQGAYEQYF. Result: 1 (the TCR binds to the epitope). (5) The epitope is EEHVQIHTI. The TCR CDR3 sequence is CASGDTYNEQFF. Result: 1 (the TCR binds to the epitope). (6) The epitope is RLRAEAQVK. The TCR CDR3 sequence is CASSPRDRERGEQYF. Result: 1 (the TCR binds to the epitope).